From a dataset of Catalyst prediction with 721,799 reactions and 888 catalyst types from USPTO. Predict which catalyst facilitates the given reaction. (1) Reactant: [CH2:1]([N:8]1[CH:12]=[C:11]([C:13]2[CH:18]=[C:17]([F:19])[CH:16]=[CH:15][C:14]=2[F:20])[N:10]=[C:9]1[C@@H:21]([CH:23]1[CH2:28][CH2:27][O:26][CH2:25][CH2:24]1)[NH2:22])[C:2]1[CH:7]=[CH:6][CH:5]=[CH:4][CH:3]=1.C(O[BH-](OC(=O)C)OC(=O)C)(=O)C.[Na+].[F:43][C@@H:44]1[C@H:48]([CH:49]=O)[CH2:47][N:46]([C:51]([O:53][CH2:54][C:55]2[CH:60]=[CH:59][CH:58]=[CH:57][CH:56]=2)=[O:52])[CH2:45]1. Product: [CH2:1]([N:8]1[CH:12]=[C:11]([C:13]2[CH:18]=[C:17]([F:19])[CH:16]=[CH:15][C:14]=2[F:20])[N:10]=[C:9]1[C@H:21]([NH:22][CH2:49][C@H:48]1[C@@H:44]([F:43])[CH2:45][N:46]([C:51]([O:53][CH2:54][C:55]2[CH:60]=[CH:59][CH:58]=[CH:57][CH:56]=2)=[O:52])[CH2:47]1)[CH:23]1[CH2:28][CH2:27][O:26][CH2:25][CH2:24]1)[C:2]1[CH:3]=[CH:4][CH:5]=[CH:6][CH:7]=1. The catalyst class is: 2. (2) Reactant: [ClH:1].Cl.[CH2:3]([O:7][C:8]1[CH:25]=[CH:24][CH:23]=[CH:22][C:9]=1[CH2:10][N:11]1[CH2:16][CH2:15][C:14]2([CH2:21][CH2:20][NH:19][CH2:18][CH2:17]2)[CH2:13][CH2:12]1)[CH:4]([CH3:6])[CH3:5].[C:26](O)(=[O:33])[C:27]1[CH:32]=[CH:31][N:30]=[CH:29][CH:28]=1.C(N(C(C)C)CC)(C)C. Product: [ClH:1].[ClH:1].[CH2:3]([O:7][C:8]1[CH:25]=[CH:24][CH:23]=[CH:22][C:9]=1[CH2:10][N:11]1[CH2:12][CH2:13][C:14]2([CH2:21][CH2:20][N:19]([C:26](=[O:33])[C:27]3[CH:32]=[CH:31][N:30]=[CH:29][CH:28]=3)[CH2:18][CH2:17]2)[CH2:15][CH2:16]1)[CH:4]([CH3:6])[CH3:5]. The catalyst class is: 4.